This data is from Catalyst prediction with 721,799 reactions and 888 catalyst types from USPTO. The task is: Predict which catalyst facilitates the given reaction. (1) Reactant: [F:1][C:2]1[CH:28]=[C:27]([F:29])[CH:26]=[CH:25][C:3]=1[O:4][C:5]1[CH:12]=[CH:11][C:8]([CH:9]=O)=[CH:7][C:6]=1[C:13]1[C:21]2[C:16](=[C:17]([O:22][CH3:23])[N:18]=[CH:19][CH:20]=2)[N:15]([CH3:24])[CH:14]=1.C([BH3-])#N.[Na+].[N:34]1([C:40]([O:42][C:43]([CH3:46])([CH3:45])[CH3:44])=[O:41])[CH2:39][CH2:38][NH:37][CH2:36][CH2:35]1.C(O)(=O)C. Product: [F:1][C:2]1[CH:28]=[C:27]([F:29])[CH:26]=[CH:25][C:3]=1[O:4][C:5]1[CH:12]=[CH:11][C:8]([CH2:9][N:37]2[CH2:38][CH2:39][N:34]([C:40]([O:42][C:43]([CH3:46])([CH3:45])[CH3:44])=[O:41])[CH2:35][CH2:36]2)=[CH:7][C:6]=1[C:13]1[C:21]2[C:16](=[C:17]([O:22][CH3:23])[N:18]=[CH:19][CH:20]=2)[N:15]([CH3:24])[CH:14]=1. The catalyst class is: 138. (2) Reactant: [Si:1]([O:18][CH2:19][CH2:20][CH:21]1[CH2:23][CH:22]1[C@@H:24]([NH:29]C(=O)OCC1C=CC=CC=1)[CH2:25][CH:26]([CH3:28])[CH3:27])([C:14]([CH3:17])([CH3:16])[CH3:15])([C:8]1[CH:13]=[CH:12][CH:11]=[CH:10][CH:9]=1)[C:2]1[CH:7]=[CH:6][CH:5]=[CH:4][CH:3]=1. Product: [Si:1]([O:18][CH2:19][CH2:20][CH:21]1[CH2:23][CH:22]1[C@@H:24]([NH2:29])[CH2:25][CH:26]([CH3:27])[CH3:28])([C:14]([CH3:17])([CH3:16])[CH3:15])([C:8]1[CH:9]=[CH:10][CH:11]=[CH:12][CH:13]=1)[C:2]1[CH:3]=[CH:4][CH:5]=[CH:6][CH:7]=1. The catalyst class is: 191. (3) Reactant: [CH2:1]([O:4][CH2:5][CH2:6][C:7]1[CH:61]=[CH:60][C:10]([CH2:11][C:12]2[CH:13]=[C:14]([C@@:19]3(OC)[C@H:24]([O:25][CH2:26][C:27]4[CH:32]=[CH:31][CH:30]=[CH:29][CH:28]=4)[C@@H:23]([O:33][CH2:34][C:35]4[CH:40]=[CH:39][CH:38]=[CH:37][CH:36]=4)[C@H:22]([O:41][CH2:42][C:43]4[CH:48]=[CH:47][CH:46]=[CH:45][CH:44]=4)[C@@H:21]([CH2:49][O:50][CH2:51][C:52]4[CH:57]=[CH:56][CH:55]=[CH:54][CH:53]=4)[O:20]3)[CH:15]=[CH:16][C:17]=2[Cl:18])=[CH:9][CH:8]=1)[CH:2]=[CH2:3].C([SiH](CC)CC)C.B(F)(F)F.O. Product: [CH2:1]([O:4][CH2:5][CH2:6][C:7]1[CH:8]=[CH:9][C:10]([CH2:11][C:12]2[CH:13]=[C:14]([C@H:19]3[C@H:24]([O:25][CH2:26][C:27]4[CH:32]=[CH:31][CH:30]=[CH:29][CH:28]=4)[C@@H:23]([O:33][CH2:34][C:35]4[CH:36]=[CH:37][CH:38]=[CH:39][CH:40]=4)[C@H:22]([O:41][CH2:42][C:43]4[CH:44]=[CH:45][CH:46]=[CH:47][CH:48]=4)[C@@H:21]([CH2:49][O:50][CH2:51][C:52]4[CH:57]=[CH:56][CH:55]=[CH:54][CH:53]=4)[O:20]3)[CH:15]=[CH:16][C:17]=2[Cl:18])=[CH:60][CH:61]=1)[CH:2]=[CH2:3]. The catalyst class is: 2. (4) Reactant: [C:1]([C:3]1[CH:8]=[CH:7][C:6]([CH:9]2[C:14]([C:15]([OH:17])=O)=[C:13]([CH3:18])[N:12]([C:19]3[CH:24]=[CH:23][CH:22]=[C:21]([C:25]([F:28])([F:27])[F:26])[CH:20]=3)[C:11](=[O:29])[NH:10]2)=[C:5]([S:30]([CH2:33][CH2:34][OH:35])(=[O:32])=[O:31])[CH:4]=1)#[N:2].C[N:37](C(ON1N=NC2C=CC=NC1=2)=[N+](C)C)C.F[P-](F)(F)(F)(F)F.[Cl-].[NH4+].CCN(C(C)C)C(C)C. Product: [C:1]([C:3]1[CH:8]=[CH:7][C:6]([CH:9]2[C:14]([C:15]([NH2:37])=[O:17])=[C:13]([CH3:18])[N:12]([C:19]3[CH:24]=[CH:23][CH:22]=[C:21]([C:25]([F:26])([F:28])[F:27])[CH:20]=3)[C:11](=[O:29])[NH:10]2)=[C:5]([S:30]([CH2:33][CH2:34][OH:35])(=[O:31])=[O:32])[CH:4]=1)#[N:2]. The catalyst class is: 3. (5) Reactant: [OH:1][CH2:2][CH2:3][C:4]1[CH:5]=[C:6]([CH:11]=[CH:12][CH:13]=1)[O:7][CH2:8][CH:9]=O.FC(F)(F)C(O)=O.[CH3:21][C:22]1[S:23][CH:24]=[C:25]([C:27]([N:29]2[CH2:34][C:33]3([CH2:39][CH2:38][NH:37][CH2:36][CH2:35]3)[O:32][CH2:31][CH2:30]2)=[O:28])[N:26]=1.C(O)(=O)C.C(O[BH-](OC(=O)C)OC(=O)C)(=O)C.[Na+]. Product: [OH:1][CH2:2][CH2:3][C:4]1[CH:5]=[C:6]([CH:11]=[CH:12][CH:13]=1)[O:7][CH2:8][CH2:9][N:37]1[CH2:38][CH2:39][C:33]2([O:32][CH2:31][CH2:30][N:29]([C:27]([C:25]3[N:26]=[C:22]([CH3:21])[S:23][CH:24]=3)=[O:28])[CH2:34]2)[CH2:35][CH2:36]1. The catalyst class is: 5. (6) Reactant: [ClH:1].[CH3:2][O:3][C:4]1[CH:9]=[CH:8][C:7]([NH:10][NH2:11])=[CH:6][CH:5]=1.C1(C)C=CC=CC=1.[Br:19][C:20]1[CH:27]=[CH:26][C:23]([CH2:24]Br)=[CH:22][CH:21]=1.C(N(CC)CC)C. Product: [ClH:1].[Br:19][C:20]1[CH:27]=[CH:26][C:23]([CH2:24][N:10]([C:7]2[CH:8]=[CH:9][C:4]([O:3][CH3:2])=[CH:5][CH:6]=2)[NH2:11])=[CH:22][CH:21]=1. The catalyst class is: 13. (7) Reactant: [C:1](=O)([O-])[NH2:2].[CH:5]([C@@H:7]1[CH2:12][CH2:11][CH2:10][CH2:9][C@@H:8]1[NH:13][C:14](=[O:20])[O:15][C:16]([CH3:19])([CH3:18])[CH3:17])=O.C(O[BH-](O[C:31](=O)[CH3:32])OC(=O)C)(=O)C.[Na+].[C:35](=O)(O)[O-].[Na+]. Product: [CH3:35][CH:31]([CH3:32])[CH2:1][NH:2][CH2:5][C@@H:7]1[CH2:12][CH2:11][CH2:10][CH2:9][C@@H:8]1[NH:13][C:14](=[O:20])[O:15][C:16]([CH3:19])([CH3:18])[CH3:17]. The catalyst class is: 68.